Dataset: NCI-60 drug combinations with 297,098 pairs across 59 cell lines. Task: Regression. Given two drug SMILES strings and cell line genomic features, predict the synergy score measuring deviation from expected non-interaction effect. Drug 1: C1CC(C1)(C(=O)O)C(=O)O.[NH2-].[NH2-].[Pt+2]. Drug 2: COCCOC1=C(C=C2C(=C1)C(=NC=N2)NC3=CC=CC(=C3)C#C)OCCOC.Cl. Cell line: BT-549. Synergy scores: CSS=13.4, Synergy_ZIP=-0.240, Synergy_Bliss=6.82, Synergy_Loewe=4.68, Synergy_HSA=4.78.